This data is from Forward reaction prediction with 1.9M reactions from USPTO patents (1976-2016). The task is: Predict the product of the given reaction. (1) Given the reactants [CH3:1][O:2][CH:3]1[CH2:6][N:5]([C:7]2[CH:12]=[CH:11][C:10]([N+:13]([O-])=O)=[CH:9][N:8]=2)[CH2:4]1.[C:16]1([C:22]2[O:23][C:24]([C:30]([F:33])([F:32])[F:31])=[C:25]([C:27](O)=[O:28])[N:26]=2)[CH:21]=[CH:20][CH:19]=[CH:18][CH:17]=1.CCN(CC)CC.F[P-](F)(F)(F)(F)F.N1(O[P+](N(C)C)(N(C)C)N(C)C)C2C=CC=CC=2N=N1, predict the reaction product. The product is: [CH3:1][O:2][CH:3]1[CH2:6][N:5]([C:7]2[N:8]=[CH:9][C:10]([NH:13][C:27]([C:25]3[N:26]=[C:22]([C:16]4[CH:21]=[CH:20][CH:19]=[CH:18][CH:17]=4)[O:23][C:24]=3[C:30]([F:32])([F:33])[F:31])=[O:28])=[CH:11][CH:12]=2)[CH2:4]1. (2) Given the reactants [CH3:1][C:2]([N:10]1[CH:14]=[C:13]([NH:15][C:16](=[O:22])[CH:17]([NH2:21])[CH2:18][CH2:19][CH3:20])[N:12]=[CH:11]1)([CH3:9])[CH2:3][N:4]1[CH2:8][CH2:7][CH2:6][CH2:5]1.[F:23][C:24]1[CH:29]=[CH:28][CH:27]=[CH:26][C:25]=1[CH2:30][C:31](=O)[CH3:32], predict the reaction product. The product is: [CH3:1][C:2]([N:10]1[CH:14]=[C:13]([NH:15][C:16](=[O:22])[CH:17]([NH:21][CH:31]([CH3:32])[CH2:30][C:25]2[CH:26]=[CH:27][CH:28]=[CH:29][C:24]=2[F:23])[CH2:18][CH2:19][CH3:20])[N:12]=[CH:11]1)([CH3:9])[CH2:3][N:4]1[CH2:8][CH2:7][CH2:6][CH2:5]1.